This data is from Forward reaction prediction with 1.9M reactions from USPTO patents (1976-2016). The task is: Predict the product of the given reaction. The product is: [OH:2][C:3]1[CH:8]=[CH:7][C:6]([C:9]2[C:10]3[C:11](=[O:23])[C:12]4[N:21]([CH3:22])[N:20]=[CH:19][C:13]=4[NH:14][C:15]=3[CH:16]=[CH:17][CH:18]=2)=[CH:5][CH:4]=1. Given the reactants C[O:2][C:3]1[CH:8]=[CH:7][C:6]([C:9]2[C:10]3[C:11](=[O:23])[C:12]4[N:21]([CH3:22])[N:20]=[CH:19][C:13]=4[NH:14][C:15]=3[CH:16]=[CH:17][CH:18]=2)=[CH:5][CH:4]=1.O, predict the reaction product.